This data is from Catalyst prediction with 721,799 reactions and 888 catalyst types from USPTO. The task is: Predict which catalyst facilitates the given reaction. (1) Reactant: [CH3:1][S:2](Cl)(=[O:4])=[O:3].[CH:6]1([C:9]2[C:10]([CH2:19][O:20][C:21]3[CH:26]=[CH:25][C:24]([Cl:27])=[C:23]([Cl:28])[CH:22]=3)=[CH:11][C:12]3[O:16][N:15]=[C:14]([NH2:17])[C:13]=3[CH:18]=2)[CH2:8][CH2:7]1.C(N(CC)CC)C. Product: [CH:6]1([C:9]2[C:10]([CH2:19][O:20][C:21]3[CH:26]=[CH:25][C:24]([Cl:27])=[C:23]([Cl:28])[CH:22]=3)=[CH:11][C:12]3[O:16][N:15]=[C:14]([NH:17][S:2]([CH3:1])(=[O:4])=[O:3])[C:13]=3[CH:18]=2)[CH2:7][CH2:8]1. The catalyst class is: 2. (2) Reactant: B(Br)(Br)Br.[CH:5]1([C:8]2[CH:9]=[CH:10][C:11]([O:22]C)=[C:12]([C:14]([C:16]3[CH:21]=[CH:20][CH:19]=[CH:18][CH:17]=3)=[O:15])[CH:13]=2)[CH2:7][CH2:6]1. Product: [CH:5]1([C:8]2[CH:9]=[CH:10][C:11]([OH:22])=[C:12]([C:14]([C:16]3[CH:21]=[CH:20][CH:19]=[CH:18][CH:17]=3)=[O:15])[CH:13]=2)[CH2:6][CH2:7]1. The catalyst class is: 34. (3) Reactant: CN(C)CCNC.[Li]CCCC.[CH3:13][O:14][C:15]1[CH:22]=[CH:21][C:18]([CH:19]=[O:20])=[CH:17][N:16]=1.[I:23]I. Product: [I:23][C:21]1[C:18]([CH:19]=[O:20])=[CH:17][N:16]=[C:15]([O:14][CH3:13])[CH:22]=1. The catalyst class is: 116. (4) The catalyst class is: 2. Reactant: C(OC(=O)[NH:7][C:8]1([C:11]2[N:16]=[CH:15][C:14]([Br:17])=[CH:13][N:12]=2)[CH2:10][CH2:9]1)(C)(C)C.[ClH:19].O1CCOCC1. Product: [ClH:19].[ClH:19].[Br:17][C:14]1[CH:15]=[N:16][C:11]([C:8]2([NH2:7])[CH2:9][CH2:10]2)=[N:12][CH:13]=1. (5) Product: [C:8]1([C:6]2[CH:7]=[C:2]([C:16]3[C:15]([CH3:14])=[CH:20][CH:19]=[CH:18][C:17]=3[CH3:21])[N:3]=[CH:4][N:5]=2)[CH:9]=[CH:10][CH:11]=[CH:12][CH:13]=1. Reactant: Cl[C:2]1[CH:7]=[C:6]([C:8]2[CH:13]=[CH:12][CH:11]=[CH:10][CH:9]=2)[N:5]=[CH:4][N:3]=1.[CH3:14][C:15]1[CH:20]=[CH:19][CH:18]=[C:17]([CH3:21])[C:16]=1B(O)O.C(=O)([O-])[O-].[Na+].[Na+].CN(C)C=O. The catalyst class is: 189. (6) Reactant: [NH2:1][C:2]1[N:7]=[CH:6][C:5]([C:8]2[C:13]([F:14])=[CH:12][C:11]([C:15]3[C:16]([SH:21])=[CH:17][CH:18]=[CH:19][CH:20]=3)=[CH:10][CH:9]=2)=[CH:4][N:3]=1.Cl[C:23]1[N:28]=[CH:27][CH:26]=[CH:25][N:24]=1.C1C=CC(P(C2C=CC=CC=2)C2C=CC=CC=2)=CC=1. Product: [F:14][C:13]1[CH:12]=[C:11]([C:15]2[C:16]([S:21][C:23]3[N:28]=[CH:27][CH:26]=[CH:25][N:24]=3)=[CH:17][CH:18]=[CH:19][CH:20]=2)[CH:10]=[CH:9][C:8]=1[C:5]1[CH:6]=[N:7][C:2]([NH2:1])=[N:3][CH:4]=1. The catalyst class is: 3. (7) Reactant: [OH:1][CH:2]1[CH2:10][C:9]2[C:4](=[CH:5][CH:6]=[CH:7][CH:8]=2)[CH:3]1[NH:11][C:12]([CH:14]([N:19]1[CH2:23][CH:22]([O:24][C:25]2[C:34]3[C:29](=[CH:30][C:31]([O:35][CH3:36])=[CH:32][CH:33]=3)[CH:28]=[C:27]([C:37]3[CH:42]=[CH:41][CH:40]=[CH:39][CH:38]=3)[CH:26]=2)[CH2:21][CH:20]1[C:43]1([C:48](O)=[O:49])[CH2:45][CH:44]1[CH:46]=[CH2:47])[C:15]([CH3:18])([CH3:17])[CH3:16])=[O:13].[C:51]1([S:57]([NH2:60])(=[O:59])=[O:58])C=CC=CC=1.C(N([CH:67]([CH3:69])[CH3:68])CC)(C)C.[CH2:70]1[CH2:74]N([P+](ON2N=NC3C=CC=CC2=3)(N2CCCC2)N2CCCC2)C[CH2:71]1.F[P-](F)(F)(F)(F)F.C([O-])(O)=O.[Na+]. Product: [OH:1][CH:2]1[CH2:10][C:9]2[C:4](=[CH:5][CH:6]=[CH:7][CH:8]=2)[CH:3]1[NH:11][C:12](=[O:13])[CH:14]([N:19]1[CH2:23][CH:22]([O:24][C:25]2[C:34]3[C:29](=[CH:30][C:31]([O:35][CH3:36])=[CH:32][CH:33]=3)[CH:28]=[C:27]([C:37]3[CH:38]=[CH:39][CH:40]=[CH:41][CH:42]=3)[CH:26]=2)[CH2:21][CH:20]1[C:43]1([C:48]([NH:60][S:57]([CH2:51][C:68]2[CH:67]=[CH:69][CH:74]=[CH:70][CH:71]=2)(=[O:59])=[O:58])=[O:49])[CH2:45][CH:44]1[CH:46]=[CH2:47])[C:15]([CH3:16])([CH3:18])[CH3:17]. The catalyst class is: 22. (8) Reactant: [Cl:1][C:2]1[C:7]([C:8]2[CH:9]=[N:10][C:11]([C:16]([F:19])([F:18])[F:17])=[CH:12][C:13]=2[C:14]#[N:15])=[CH:6][C:5]([S:20]([N:23]([CH3:30])[C:24]2[CH:29]=[CH:28][CH:27]=[CH:26][N:25]=2)(=[O:22])=[O:21])=[C:4]([O:31][CH2:32][CH2:33][CH2:34][CH2:35][OH:36])[CH:3]=1.C(#N)C.[OH2:40].CO. Product: [Cl:1][C:2]1[C:7]([C:8]2[CH:9]=[N:10][C:11]([C:16]([F:17])([F:18])[F:19])=[CH:12][C:13]=2[C:14]#[N:15])=[CH:6][C:5]([S:20](=[O:22])(=[O:21])[N:23]([CH3:30])[C:24]2[CH:29]=[CH:28][CH:27]=[CH:26][N:25]=2)=[C:4]([CH:3]=1)[O:31][CH2:32][CH2:33][CH2:34][C:35]([OH:40])=[O:36]. The catalyst class is: 2. (9) Reactant: Cl[O-].[Na+].C(=O)(O)[O-].[Na+].[CH2:9]([O:16][CH2:17][CH:18]([OH:28])[CH2:19][O:20][CH2:21][C:22]1[CH:27]=[CH:26][CH:25]=[CH:24][CH:23]=1)[C:10]1[CH:15]=[CH:14][CH:13]=[CH:12][CH:11]=1.CC1(C)N([O])C(C)(C)CCC1. Product: [CH2:9]([O:16][CH2:17][C:18](=[O:28])[CH2:19][O:20][CH2:21][C:22]1[CH:27]=[CH:26][CH:25]=[CH:24][CH:23]=1)[C:10]1[CH:11]=[CH:12][CH:13]=[CH:14][CH:15]=1. The catalyst class is: 11. (10) Reactant: [CH3:1][N:2]1[C:10]2[C:5](=[CH:6][C:7]([CH:13]=[O:14])=[C:8]([CH:11]=[CH2:12])[CH:9]=2)[CH:4]=[CH:3]1.[CH2:15]([Mg]Br)[CH2:16][CH:17]=[CH2:18]. Product: [CH3:1][N:2]1[C:10]2[C:5](=[CH:6][C:7]([CH:13]([OH:14])[CH2:18][CH2:17][CH:16]=[CH2:15])=[C:8]([CH:11]=[CH2:12])[CH:9]=2)[CH:4]=[CH:3]1. The catalyst class is: 1.